Dataset: Catalyst prediction with 721,799 reactions and 888 catalyst types from USPTO. Task: Predict which catalyst facilitates the given reaction. (1) Reactant: [OH:1][C@@H:2]([C@H:45]([OH:52])[C@@H:46]([OH:51])[C@@H:47]([OH:50])[CH2:48][OH:49])[CH2:3][NH:4][C:5]([CH2:7][CH2:8][C@H:9]([NH:14][C:15](=[O:44])[C@@H:16]([NH:33][C:34]([O:36][CH2:37][C:38]1[CH:43]=[CH:42][CH:41]=[CH:40][CH:39]=1)=[O:35])[CH2:17][CH2:18][C:19](=[O:32])[NH:20][CH2:21][C@@H:22]([OH:31])[C@H:23]([OH:30])[C@@H:24]([OH:29])[C@@H:25]([OH:28])[CH2:26][OH:27])[C:10]([O:12]C)=[O:11])=[O:6].[OH-].[Li+]. Product: [OH:1][C@@H:2]([C@H:45]([OH:52])[C@@H:46]([OH:51])[C@@H:47]([OH:50])[CH2:48][OH:49])[CH2:3][NH:4][C:5]([CH2:7][CH2:8][C@H:9]([NH:14][C:15](=[O:44])[C@@H:16]([NH:33][C:34]([O:36][CH2:37][C:38]1[CH:43]=[CH:42][CH:41]=[CH:40][CH:39]=1)=[O:35])[CH2:17][CH2:18][C:19](=[O:32])[NH:20][CH2:21][C@@H:22]([OH:31])[C@H:23]([OH:30])[C@@H:24]([OH:29])[C@@H:25]([OH:28])[CH2:26][OH:27])[C:10]([OH:12])=[O:11])=[O:6]. The catalyst class is: 83. (2) Reactant: O.NN.O=C1C2C(=CC=CC=2)C(=O)[N:6]1[O:15][CH:16]([C:25]1[CH:26]=[C:27]([CH:30]=[CH:31][CH:32]=1)[C:28]#[N:29])[C:17]([N:19]1[CH2:24][CH2:23][O:22][CH2:21][CH2:20]1)=[O:18]. Product: [NH2:6][O:15][CH:16]([C:25]1[CH:26]=[C:27]([CH:30]=[CH:31][CH:32]=1)[C:28]#[N:29])[C:17]([N:19]1[CH2:24][CH2:23][O:22][CH2:21][CH2:20]1)=[O:18]. The catalyst class is: 2. (3) Reactant: [CH3:1][O:2][C:3]1[CH:4]=[C:5]2[C:10](=[CH:11][CH:12]=1)[C:9]([C:13]1[CH:22]=[CH:21][CH:20]=[CH:19][C:14]=1[C:15]([O:17]C)=[O:16])=[CH:8][CH:7]=[CH:6]2.[OH-].[Na+].Cl. Product: [CH3:1][O:2][C:3]1[CH:4]=[C:5]2[C:10](=[CH:11][CH:12]=1)[C:9]([C:13]1[CH:22]=[CH:21][CH:20]=[CH:19][C:14]=1[C:15]([OH:17])=[O:16])=[CH:8][CH:7]=[CH:6]2. The catalyst class is: 8. (4) Reactant: [NH:1]1[CH:5]=[CH:4][N:3]=[C:2]1[CH:6]=[O:7].Br.Br[CH2:10][C:11]1[CH:16]=[CH:15][CH:14]=[CH:13][N:12]=1.C(N(CC)C(C)C)(C)C. Product: [N:12]1[CH:13]=[CH:14][CH:15]=[CH:16][C:11]=1[CH2:10][N:1]1[CH:5]=[CH:4][N:3]=[C:2]1[CH:6]=[O:7]. The catalyst class is: 3. (5) Reactant: [NH2:1][C:2]1[CH:3]=[C:4]([CH:17]=[CH:18][CH:19]=1)[CH2:5][C:6]1[C:15]2[C:10](=[CH:11][CH:12]=[CH:13][CH:14]=2)[C:9](=[O:16])[NH:8][N:7]=1.[CH3:20][C:21]1[C:22](=[O:27])[O:23][C:24](=O)[CH:25]=1.C(O)(=O)C. Product: [CH3:20][C:21]1[C:22](=[O:27])[N:1]([C:2]2[CH:19]=[CH:18][CH:17]=[C:4]([CH2:5][C:6]3[C:15]4[C:10](=[CH:11][CH:12]=[CH:13][CH:14]=4)[C:9](=[O:16])[NH:8][N:7]=3)[CH:3]=2)[C:24](=[O:23])[CH:25]=1. The catalyst class is: 6.